From a dataset of Full USPTO retrosynthesis dataset with 1.9M reactions from patents (1976-2016). Predict the reactants needed to synthesize the given product. Given the product [Cl:24][C:25]1[CH:26]=[C:27]([CH:31]=[CH:32][CH:33]=1)[C:28]([NH:1][CH2:2][C@H:3]1[N:8]([C:9]([C:11]2[N:12]=[C:13]([CH3:23])[S:14][C:15]=2[C:16]2[CH:21]=[CH:20][CH:19]=[C:18]([Cl:22])[CH:17]=2)=[O:10])[CH2:7][C@H:6]2[C@@H:4]1[CH2:5]2)=[O:29], predict the reactants needed to synthesize it. The reactants are: [NH2:1][CH2:2][C@H:3]1[N:8]([C:9]([C:11]2[N:12]=[C:13]([CH3:23])[S:14][C:15]=2[C:16]2[CH:21]=[CH:20][CH:19]=[C:18]([Cl:22])[CH:17]=2)=[O:10])[CH2:7][C@H:6]2[C@@H:4]1[CH2:5]2.[Cl:24][C:25]1[CH:26]=[C:27]([CH:31]=[CH:32][CH:33]=1)[C:28](O)=[O:29].